From a dataset of Reaction yield outcomes from USPTO patents with 853,638 reactions. Predict the reaction yield, written as a fraction of the theoretical maximum amount of product (1.0 means a 100% yield; for example, 0.34 means a 34% yield). The reactants are [CH3:1][C:2]1([CH3:16])[O:6][B:5]([C:7]2[CH:12]=[CH:11][C:10]([OH:13])=[CH:9][CH:8]=2)[O:4][C:3]1([CH3:15])[CH3:14].[F:17][C:18]1[CH:19]=[C:20](B(O)O)[CH:21]=[CH:22][CH:23]=1.C(N(CC)CC)C. The catalyst is ClCCl. The product is [F:17][C:18]1[CH:23]=[C:22]([CH:21]=[CH:20][CH:19]=1)[O:13][C:10]1[CH:11]=[CH:12][C:7]([B:5]2[O:4][C:3]([CH3:15])([CH3:14])[C:2]([CH3:16])([CH3:1])[O:6]2)=[CH:8][CH:9]=1. The yield is 0.250.